This data is from Forward reaction prediction with 1.9M reactions from USPTO patents (1976-2016). The task is: Predict the product of the given reaction. (1) The product is: [Cl:1][C:2]1[CH:3]=[CH:4][C:5]([S:8]([N:11]([CH2:17][C:18]2[CH:25]=[CH:24][C:21]([C:22]#[N:23])=[CH:20][CH:19]=2)[CH:12]([CH2:13][CH3:27])[CH2:15][CH3:14])(=[O:9])=[O:10])=[CH:6][CH:7]=1. Given the reactants [Cl:1][C:2]1[CH:7]=[CH:6][C:5]([S:8]([NH:11][CH:12]2[CH2:15][CH2:14][CH2:13]2)(=[O:10])=[O:9])=[CH:4][CH:3]=1.Br[CH2:17][C:18]1[CH:25]=[CH:24][C:21]([C:22]#[N:23])=[CH:20][C:19]=1F.[C:27]([O-])([O-])=O.[K+].[K+], predict the reaction product. (2) Given the reactants [OH:1]O.[NH:3]1[C:11]2[C:6](=[CH:7][C:8]3[CH2:14][CH2:13][CH2:12][C:9]=3[CH:10]=2)[C:5](=[O:15])C1=O.Cl, predict the reaction product. The product is: [NH2:3][C:11]1[CH:10]=[C:9]2[C:8]([CH2:14][CH2:13][CH2:12]2)=[CH:7][C:6]=1[C:5]([OH:15])=[O:1]. (3) Given the reactants [NH2:1][C:2]1[NH:6][N:5]=[C:4]([NH:7][C:8]2[CH:13]=[CH:12][CH:11]=[C:10]([Cl:14])[CH:9]=2)[C:3]=1[C:15]([NH2:17])=[O:16].[CH3:18][S:19]([C:22]1[CH:29]=[CH:28][C:25]([CH:26]=O)=[CH:24][CH:23]=1)(=[O:21])=[O:20], predict the reaction product. The product is: [Cl:14][C:10]1[CH:9]=[C:8]([NH:7][C:4]2[C:3]([C:15]([NH2:17])=[O:16])=[C:2]([N:1]=[CH:26][C:25]3[CH:24]=[CH:23][C:22]([S:19]([CH3:18])(=[O:21])=[O:20])=[CH:29][CH:28]=3)[NH:6][N:5]=2)[CH:13]=[CH:12][CH:11]=1. (4) Given the reactants [Cl:1][C:2]1[CH:28]=[C:27](Cl)[CH:26]=[CH:25][C:3]=1[C:4]([C:6]1[CH:11]=[CH:10][CH:9]=[CH:8][C:7]=1[NH:12][S:13]([C:16]1[CH:24]=[CH:23][C:19]([C:20]([OH:22])=O)=[CH:18][CH:17]=1)(=[O:15])=[O:14])=[O:5].C(OC([N:37]1[CH2:42][CH2:41][CH:40]([CH2:43][CH2:44][CH2:45][CH2:46][NH2:47])[CH2:39][CH2:38]1)=O)(C)(C)C, predict the reaction product. The product is: [ClH:1].[C:4]([C:6]1[CH:11]=[CH:10][CH:9]=[CH:8][C:7]=1[NH:12][S:13]([C:16]1[CH:24]=[CH:23][C:19]([C:20]([NH:47][CH2:46][CH2:45][CH2:44][CH2:43][CH:40]2[CH2:39][CH2:38][NH:37][CH2:42][CH2:41]2)=[O:22])=[CH:18][CH:17]=1)(=[O:15])=[O:14])(=[O:5])[C:3]1[CH:2]=[CH:28][CH:27]=[CH:26][CH:25]=1.